This data is from Peptide-MHC class I binding affinity with 185,985 pairs from IEDB/IMGT. The task is: Regression. Given a peptide amino acid sequence and an MHC pseudo amino acid sequence, predict their binding affinity value. This is MHC class I binding data. (1) The binding affinity (normalized) is 0.750. The peptide sequence is MYYPAQLYL. The MHC is HLA-C07:01 with pseudo-sequence HLA-C07:01. (2) The MHC is Mamu-B17 with pseudo-sequence Mamu-B17. The binding affinity (normalized) is 0.00572. The peptide sequence is ARLYGIRAK.